This data is from Catalyst prediction with 721,799 reactions and 888 catalyst types from USPTO. The task is: Predict which catalyst facilitates the given reaction. The catalyst class is: 3. Reactant: [Br:1][C:2]1[C:7]2[O:8][CH2:9][C:10](=[O:12])[NH:11][C:6]=2[CH:5]=[CH:4][CH:3]=1.CI.[C:15](=O)([O-])[O-].[K+].[K+]. Product: [Br:1][C:2]1[C:7]2[O:8][CH2:9][C:10](=[O:12])[N:11]([CH3:15])[C:6]=2[CH:5]=[CH:4][CH:3]=1.